This data is from Full USPTO retrosynthesis dataset with 1.9M reactions from patents (1976-2016). The task is: Predict the reactants needed to synthesize the given product. (1) Given the product [N:1]1([C@@H:6]([CH2:11][CH2:12][OH:13])[CH2:7][OH:8])[CH:5]=[CH:4][CH:3]=[CH:2]1, predict the reactants needed to synthesize it. The reactants are: [N:1]1([C@@H:6]([CH2:11][C:12](OC)=[O:13])[C:7](OC)=[O:8])[CH:5]=[CH:4][CH:3]=[CH:2]1.[H-].[H-].[H-].[H-].[Li+].[Al+3].Cl.O. (2) Given the product [Cl:1][C:2]1[CH:3]=[C:4]([F:31])[C:5]2[N:11]3[CH:12]=[CH:13][CH:14]=[C:10]3[C@@H:9]([CH2:15][CH2:37][C:36]([N:38]3[CH2:43][CH2:42][CH:41]([CH2:33][C:32]([O:35][CH2:61][CH3:62])=[O:34])[CH2:40][CH2:39]3)=[O:44])[O:8][C@H:7]([C:20]3[CH:25]=[CH:24][CH:23]=[C:22]([O:26][CH3:27])[C:21]=3[O:28][CH3:29])[C:6]=2[CH:30]=1, predict the reactants needed to synthesize it. The reactants are: [Cl:1][C:2]1[CH:3]=[C:4]([F:31])[C:5]2[N:11]3[CH:12]=[CH:13][CH:14]=[C:10]3[C@@H:9]([CH2:15]CC(O)=O)[O:8][C@H:7]([C:20]3[CH:25]=[CH:24][CH:23]=[C:22]([O:26][CH3:27])[C:21]=3[O:28][CH3:29])[C:6]=2[CH:30]=1.[C:32]([OH:35])(=[O:34])[CH3:33].[CH2:36]([N:38]1[CH2:43][CH2:42][CH2:41][CH2:40][CH2:39]1)[CH3:37].[OH:44]N1C2C=CC=CC=2N=N1.Cl.C(N=C=NC[CH2:61][CH2:62]N(C)C)C. (3) Given the product [F:21][C:2]([F:1])([F:20])[C:3]1[CH:4]=[C:5]([CH:9]([C:11]2[CH:12]=[N:32][C:33]3[N:34]([N:35]=[CH:36][C:37]=3[C:38]([O:40][CH2:41][CH3:42])=[O:39])[CH:16]=2)[CH3:10])[CH:6]=[CH:7][CH:8]=1, predict the reactants needed to synthesize it. The reactants are: [F:1][C:2]([F:21])([F:20])[C:3]1[CH:4]=[C:5]([CH:9]([CH:11]([C:16](OC)=O)[C:12](OC)=O)[CH3:10])[CH:6]=[CH:7][CH:8]=1.[H-].C([Al+]CC(C)C)C(C)C.[NH2:32][C:33]1[C:37]([C:38]([O:40][CH2:41][CH3:42])=[O:39])=[CH:36][NH:35][N:34]=1.Cl.